This data is from Forward reaction prediction with 1.9M reactions from USPTO patents (1976-2016). The task is: Predict the product of the given reaction. The product is: [CH3:49][O:48][CH2:47][C@@H:45]1[CH2:44][N:43]([C:50]([O:52][C:53]([CH3:56])([CH3:54])[CH3:55])=[O:51])[C@H:42]([C:40]2[NH:41][C:37]([C:32]3[CH:33]=[C:34]4[CH2:35][O:36][C:23]5[CH:22]=[C:21]6[C:26]([CH:27]=[CH:28][C:18]7[N:17]=[C:16]([C@@H:12]8[CH2:13][CH2:14][CH2:15][NH:11]8)[NH:20][C:19]=76)=[CH:25][C:24]=5[C:29]4=[CH:30][CH:31]=3)=[CH:38][N:39]=2)[CH2:46]1. Given the reactants C(OC([N:11]1[CH2:15][CH2:14][CH2:13][C@H:12]1[C:16]1[NH:20][C:19]2[C:21]3[C:26]([CH:27]=[CH:28][C:18]=2[N:17]=1)=[CH:25][C:24]1[C:29]2[C:34]([CH2:35][O:36][C:23]=1[CH:22]=3)=[CH:33][C:32]([C:37]1[NH:41][C:40]([C@@H:42]3[CH2:46][C@H:45]([CH2:47][O:48][CH3:49])[CH2:44][N:43]3[C:50]([O:52][C:53]([CH3:56])([CH3:55])[CH3:54])=[O:51])=[N:39][CH:38]=1)=[CH:31][CH:30]=2)=O)C1C=CC=CC=1.C([O-])(O)=O.[Na+], predict the reaction product.